From a dataset of Full USPTO retrosynthesis dataset with 1.9M reactions from patents (1976-2016). Predict the reactants needed to synthesize the given product. (1) Given the product [C:13]1([C:7]2[CH:12]=[CH:11][CH:10]=[CH:9][CH:8]=2)[CH:21]=[CH:20][C:16]([C:17]([O:22][CH:26]2[CH2:2][CH:3]3[CH2:4][CH:25]2[CH:24]=[CH:23]3)=[O:18])=[CH:15][CH:14]=1, predict the reactants needed to synthesize it. The reactants are: N1C=C[CH:4]=[CH:3][CH:2]=1.[C:7]1([C:13]2[CH:21]=[CH:20][C:16]([C:17](Cl)=[O:18])=[CH:15][CH:14]=2)[CH:12]=[CH:11][CH:10]=[CH:9][CH:8]=1.[O:22]1[CH2:26][CH2:25][CH2:24][CH2:23]1. (2) The reactants are: [F:1][C:2]1[CH:7]=[CH:6][C:5]([S:8]([NH:11][C:12]2[CH:17]=[C:16]([N+:18]([O-:20])=[O:19])[CH:15]=[CH:14][C:13]=2F)(=[O:10])=[O:9])=[CH:4][CH:3]=1.C(=O)([O-])[O-].[K+].[K+].[CH2:28]1[O:30][C@H:29]1[CH2:31][OH:32]. Given the product [F:1][C:2]1[CH:7]=[CH:6][C:5]([S:8]([N:11]2[CH2:28][C@H:29]([CH2:31][OH:32])[O:30][C:13]3[CH:14]=[CH:15][C:16]([N+:18]([O-:20])=[O:19])=[CH:17][C:12]2=3)(=[O:10])=[O:9])=[CH:4][CH:3]=1, predict the reactants needed to synthesize it. (3) Given the product [CH3:27][O:26][C:24]1[CH:23]=[C:22]([CH2:28][O:29][C:30]2[CH:31]=[C:32]([NH:35][C:12](=[O:14])[C:11]3[CH:10]=[CH:9][C:8]([CH:5]4[CH2:4][CH2:3][N:2]([CH3:1])[CH2:7][CH2:6]4)=[CH:17][CH:16]=3)[NH:33][N:34]=2)[CH:21]=[C:20]([O:19][CH3:18])[CH:25]=1, predict the reactants needed to synthesize it. The reactants are: [CH3:1][N:2]1[CH2:7][CH2:6][CH:5]([C:8]2[CH:17]=[CH:16][C:11]([C:12]([O:14]C)=O)=[CH:10][CH:9]=2)[CH2:4][CH2:3]1.[CH3:18][O:19][C:20]1[CH:21]=[C:22]([CH2:28][O:29][C:30]2[CH:31]=[C:32]([NH2:35])[NH:33][N:34]=2)[CH:23]=[C:24]([O:26][CH3:27])[CH:25]=1.C[Al](C)C.C1(C)C=CC=CC=1. (4) Given the product [CH3:11][O:12][C:13](=[O:27])[CH:14]([O:8][C:5]1[CH:6]=[CH:7][C:2]([Br:1])=[C:3]([O:9][CH3:10])[CH:4]=1)[CH3:15], predict the reactants needed to synthesize it. The reactants are: [Br:1][C:2]1[CH:7]=[CH:6][C:5]([OH:8])=[CH:4][C:3]=1[O:9][CH3:10].[CH3:11][O:12][C:13](=[O:27])[CH:14](OS(C1C=CC(C)=CC=1)(=O)=O)[CH3:15].C([O-])([O-])=O.[K+].[K+].